This data is from Full USPTO retrosynthesis dataset with 1.9M reactions from patents (1976-2016). The task is: Predict the reactants needed to synthesize the given product. (1) The reactants are: C1(P(C2C=CC=CC=2)C2C=CC3C(=CC=CC=3)C=2C2C3C(=CC=CC=3)C=CC=2P(C2C=CC=CC=2)C2C=CC=CC=2)C=CC=CC=1.C(=O)([O-])[O-].[Cs+].[Cs+].[CH2:53]([O:55][C:56](=[O:77])[CH:57]=[CH:58][C:59]1[CH:64]=[CH:63][C:62]([C:65]([CH3:68])([CH3:67])[CH3:66])=[CH:61][C:60]=1OS(C(F)(F)F)(=O)=O)[CH3:54].[NH:78]1[CH2:83][CH2:82][O:81][CH2:80][CH2:79]1. Given the product [CH2:53]([O:55][C:56](=[O:77])[CH:57]=[CH:58][C:59]1[CH:64]=[CH:63][C:62]([C:65]([CH3:68])([CH3:67])[CH3:66])=[CH:61][C:60]=1[N:78]1[CH2:83][CH2:82][O:81][CH2:80][CH2:79]1)[CH3:54], predict the reactants needed to synthesize it. (2) The reactants are: [CH3:1][N:2]1[C:6]([C@@:7]2([OH:14])[CH2:12][CH2:11][CH2:10][CH2:9][C@@H:8]2O)=[CH:5][CH:4]=[N:3]1.C(OC)(OC)(OC)C.C1(C)C=CC(S(O)(=O)=O)=CC=1.[Br-].[Li+].C(Br)(=O)C.C(=O)([O-])[O-].[K+].[K+]. Given the product [CH3:1][N:2]1[C:6]([C@:7]23[O:14][C@H:8]2[CH2:9][CH2:10][CH2:11][CH2:12]3)=[CH:5][CH:4]=[N:3]1, predict the reactants needed to synthesize it.